This data is from Reaction yield outcomes from USPTO patents with 853,638 reactions. The task is: Predict the reaction yield, written as a fraction of the theoretical maximum amount of product (1.0 means a 100% yield; for example, 0.34 means a 34% yield). (1) The reactants are [NH2:1][CH2:2][CH2:3][CH2:4][CH2:5][C:6]([C:8]1[CH:13]=[C:12]([F:14])[C:11]([F:15])=[C:10]([F:16])[CH:9]=1)=O.[BH4-].[Na+]. The catalyst is O1CCCC1.CO. The product is [F:16][C:10]1[CH:9]=[C:8]([CH:6]2[CH2:5][CH2:4][CH2:3][CH2:2][NH:1]2)[CH:13]=[C:12]([F:14])[C:11]=1[F:15]. The yield is 0.680. (2) The reactants are [CH3:1][C:2]1([CH3:14])[C:6]([CH3:8])([CH3:7])[O:5][B:4]([C:9]2[CH:10]=[N:11][NH:12][CH:13]=2)[O:3]1.[C:15]([O:19][C:20](=[O:25])[NH:21][CH2:22][CH2:23]Br)([CH3:18])([CH3:17])[CH3:16].C([O-])([O-])=O.[Cs+].[Cs+]. The catalyst is CC#N.O. The product is [CH3:1][C:2]1([CH3:14])[C:6]([CH3:7])([CH3:8])[O:5][B:4]([C:9]2[CH:13]=[N:12][N:11]([CH2:23][CH2:22][NH:21][C:20](=[O:25])[O:19][C:15]([CH3:18])([CH3:17])[CH3:16])[CH:10]=2)[O:3]1. The yield is 0.350. (3) The reactants are [Br:1][C:2]1[N:7]2[CH:8]=[N:9][N:10]=[C:6]2[C:5]([O:11]C)=[N:4][CH:3]=1.Cl. The catalyst is CC(O)=O. The product is [Br:1][C:2]1[N:7]2[CH:8]=[N:9][N:10]=[C:6]2[C:5](=[O:11])[NH:4][CH:3]=1. The yield is 0.850. (4) The reactants are [H-].[Na+].[CH:3]1[C:15]2[NH:14][C:13]3[C:8](=[CH:9][CH:10]=[CH:11][CH:12]=3)[C:7]=2[CH:6]=[CH:5][CH:4]=1.[H][H].Cl.[CH3:19][N:20]([CH3:25])[CH2:21][CH2:22][CH2:23]Cl. The catalyst is CN(C=O)C.O. The product is [CH3:19][N:20]([CH3:25])[CH2:21][CH2:22][CH2:23][N:14]1[C:13]2[CH:12]=[CH:11][CH:10]=[CH:9][C:8]=2[C:7]2[C:15]1=[CH:3][CH:4]=[CH:5][CH:6]=2. The yield is 0.830. (5) The reactants are [CH2:1]([N:8]1[CH:12]=[CH:11][N:10]=[C:9]1[CH:13]([NH2:19])[CH:14]([CH2:17][CH3:18])[CH2:15][CH3:16])[C:2]1[CH:7]=[CH:6][CH:5]=[CH:4][CH:3]=1.C(N(CC)CC)C.[Cl:27][C:28]1[S:32][C:31]([S:33](Cl)(=[O:35])=[O:34])=[CH:30][CH:29]=1. The catalyst is C(Cl)Cl.CCOC(C)=O. The product is [CH2:1]([N:8]1[CH:12]=[CH:11][N:10]=[C:9]1[CH:13]([NH:19][S:33]([C:31]1[S:32][C:28]([Cl:27])=[CH:29][CH:30]=1)(=[O:35])=[O:34])[CH:14]([CH2:17][CH3:18])[CH2:15][CH3:16])[C:2]1[CH:3]=[CH:4][CH:5]=[CH:6][CH:7]=1. The yield is 0.590.